From a dataset of Full USPTO retrosynthesis dataset with 1.9M reactions from patents (1976-2016). Predict the reactants needed to synthesize the given product. (1) Given the product [CH3:1][O:2][C:3]1[CH:4]=[C:5]([NH:9][CH:10]([C:41]2[CH:46]=[CH:45][CH:44]=[CH:43][CH:42]=2)[C:11]([C:13]2[C:21]3[C:16](=[CH:17][CH:18]=[CH:19][CH:20]=3)[N:15]([S:22]([CH:25]3[CH2:26][CH2:27][NH:28][CH2:29][CH2:30]3)(=[O:23])=[O:24])[CH:14]=2)=[O:12])[CH:6]=[CH:7][CH:8]=1, predict the reactants needed to synthesize it. The reactants are: [CH3:1][O:2][C:3]1[CH:4]=[C:5]([NH:9][CH:10]([C:41]2[CH:46]=[CH:45][CH:44]=[CH:43][CH:42]=2)[C:11]([C:13]2[C:21]3[C:16](=[CH:17][CH:18]=[CH:19][CH:20]=3)[N:15]([S:22]([CH:25]3[CH2:30][CH2:29][N:28](C(OCC4C=CC=CC=4)=O)[CH2:27][CH2:26]3)(=[O:24])=[O:23])[CH:14]=2)=[O:12])[CH:6]=[CH:7][CH:8]=1.C([O-])=O.[NH4+]. (2) Given the product [CH3:46][C@H:41]1[NH:42][C@@H:43]([CH3:45])[CH2:44][N:39]([C:36]2[CH:35]=[CH:34][C:33]([NH:32][C:29]3[N:28]=[CH:27][C:26](/[CH:13]=[CH:12]/[C:11]4[CH:10]=[C:5]([CH:4]=[C:3]([O:23][CH3:24])[C:2]=4[F:1])[C:6]([O:8][CH3:9])=[O:7])=[CH:31][N:30]=3)=[CH:38][CH:37]=2)[CH2:40]1, predict the reactants needed to synthesize it. The reactants are: [F:1][C:2]1[C:11](/[CH:12]=[CH:13]/B2OC(C)(C)C(C)(C)O2)=[CH:10][C:5]([C:6]([O:8][CH3:9])=[O:7])=[CH:4][C:3]=1[O:23][CH3:24].Br[C:26]1[CH:27]=[N:28][C:29]([NH:32][C:33]2[CH:38]=[CH:37][C:36]([N:39]3[CH2:44][C@H:43]([CH3:45])[NH:42][C@H:41]([CH3:46])[CH2:40]3)=[CH:35][CH:34]=2)=[N:30][CH:31]=1.C(Cl)Cl.C([O-])([O-])=O.[Na+].[Na+]. (3) Given the product [Br:13][CH2:14][C:15]([NH:1][C:2]1[CH:7]=[CH:6][CH:5]=[CH:4][N:3]=1)=[O:16], predict the reactants needed to synthesize it. The reactants are: [NH2:1][C:2]1[CH:7]=[CH:6][CH:5]=[CH:4][N:3]=1.C([Li])CCC.[Br:13][CH2:14][C:15](OCC)=[O:16].C(=O)([O-])O.[Na+]. (4) The reactants are: [Br:1][C:2]1[N:6]([C:7]2[C:16]3[C:11](=[CH:12][CH:13]=[CH:14][CH:15]=3)[C:10]([C:17]#[N:18])=[CH:9][CH:8]=2)[C:5]([S:19][CH2:20][C:21](O)=[O:22])=[N:4][CH:3]=1.[CH2:24]([O:26][C:27](=[O:31])[C@H:28]([CH3:30])[NH2:29])[CH3:25]. Given the product [Br:1][C:2]1[N:6]([C:7]2[C:16]3[C:11](=[CH:12][CH:13]=[CH:14][CH:15]=3)[C:10]([C:17]#[N:18])=[CH:9][CH:8]=2)[C:5]([S:19][CH2:20][C:21]([NH:29][C@@H:28]([CH3:30])[C:27]([O:26][CH2:24][CH3:25])=[O:31])=[O:22])=[N:4][CH:3]=1, predict the reactants needed to synthesize it. (5) Given the product [OH:23][CH2:22][C:6]1[CH:5]=[C:4]([N+:1]([O-:3])=[O:2])[CH:9]=[CH:8][C:7]=1[C:10]1[CH:15]=[CH:14][C:13]([N+:16]([O-:18])=[O:17])=[CH:12][CH:11]=1, predict the reactants needed to synthesize it. The reactants are: [N+:1]([C:4]1[CH:5]=[C:6]([C:22](O)=[O:23])[C:7]([C:10]2[C:11](C(O)=O)=[CH:12][C:13]([N+:16]([O-:18])=[O:17])=[CH:14][CH:15]=2)=[CH:8][CH:9]=1)([O-:3])=[O:2].O.Cl.